Dataset: Full USPTO retrosynthesis dataset with 1.9M reactions from patents (1976-2016). Task: Predict the reactants needed to synthesize the given product. (1) Given the product [CH3:14][N:11]1[C:9]2[N:10]=[C:5]([NH:4][CH2:1][CH2:2][CH3:3])[N:6]=[C:7]([N:33]3[CH:26]4[CH2:32][CH2:31][CH:30]3[CH2:29][CH:28]([OH:34])[CH2:27]4)[C:8]=2[CH:13]=[CH:12]1, predict the reactants needed to synthesize it. The reactants are: [CH2:1]([NH:4][C:5]1[N:6]=[C:7](Cl)[C:8]2[CH:13]=[CH:12][N:11]([CH3:14])[C:9]=2[N:10]=1)[CH2:2][CH3:3].CCN(C(C)C)C(C)C.Cl.[CH:26]12[NH:33][CH:30]([CH2:31][CH2:32]1)[CH2:29][CH:28]([OH:34])[CH2:27]2.O. (2) Given the product [CH2:13]([C:19]1[C:20](=[O:21])[N:3]2[C:2]([NH:1][C:5]3[CH:6]=[CH:7][CH:8]=[CH:9][C:4]=32)=[C:10]([C:11]#[N:12])[C:25]=1[CH3:27])[CH2:14][CH2:15][CH2:16][CH2:17][CH3:18], predict the reactants needed to synthesize it. The reactants are: [N:1]1[C:5]2[CH:6]=[CH:7][CH:8]=[CH:9][C:4]=2[NH:3][C:2]=1[CH2:10][C:11]#[N:12].[CH2:13]([CH:19]([C:25]([CH3:27])=O)[C:20](OCC)=[O:21])[CH2:14][CH2:15][CH2:16][CH2:17][CH3:18].C([O-])(=O)C.[NH4+].